The task is: Regression. Given a peptide amino acid sequence and an MHC pseudo amino acid sequence, predict their binding affinity value. This is MHC class I binding data.. This data is from Peptide-MHC class I binding affinity with 185,985 pairs from IEDB/IMGT. (1) The peptide sequence is YPSLMSRVV. The MHC is HLA-B51:01 with pseudo-sequence HLA-B51:01. The binding affinity (normalized) is 0.0847. (2) The peptide sequence is SIPMSIISF. The MHC is Mamu-A01 with pseudo-sequence Mamu-A01. The binding affinity (normalized) is 0.900. (3) The peptide sequence is ALSMGINTV. The MHC is HLA-B15:01 with pseudo-sequence HLA-B15:01. The binding affinity (normalized) is 0.0847.